Dataset: Catalyst prediction with 721,799 reactions and 888 catalyst types from USPTO. Task: Predict which catalyst facilitates the given reaction. (1) Reactant: [O:1]=[O+][O-].[C:4]([O:8][C:9]([N:11]1[CH2:15][C@H:14]([F:16])[C@@H:13]([O:17][CH2:18][CH:19]=C)[C@H:12]1[C:21](=[O:32])[NH:22][CH2:23][C:24]1[CH:29]=[CH:28][CH:27]=[C:26]([Cl:30])[C:25]=1[F:31])=[O:10])([CH3:7])([CH3:6])[CH3:5].C1(P(C2C=CC=CC=2)C2C=CC=CC=2)C=CC=CC=1. Product: [C:4]([O:8][C:9]([N:11]1[CH2:15][C@H:14]([F:16])[C@@H:13]([O:17][CH2:18][CH:19]=[O:1])[C@H:12]1[C:21](=[O:32])[NH:22][CH2:23][C:24]1[CH:29]=[CH:28][CH:27]=[C:26]([Cl:30])[C:25]=1[F:31])=[O:10])([CH3:7])([CH3:5])[CH3:6]. The catalyst class is: 2. (2) Reactant: [C:1]([N:4]1[C:13]2[C:8](=[CH:9][C:10]([NH:14][C:15](=[O:23])[C:16]3[CH:21]=[CH:20][CH:19]=[CH:18][C:17]=3[OH:22])=[CH:11][CH:12]=2)[C:7]([C:25]2[CH:30]=[CH:29][CH:28]=[CH:27][CH:26]=2)([CH3:24])[CH2:6][C:5]1([CH3:32])[CH3:31])(=[O:3])[CH3:2].[CH3:33][C:34]1[O:38][N:37]=[C:36]([C:39](Cl)=[O:40])[CH:35]=1.C(N(CC)C(C)C)(C)C. Product: [C:1]([N:4]1[C:13]2[C:8](=[CH:9][C:10]([NH:14][C:15](=[O:23])[C:16]3[CH:21]=[CH:20][CH:19]=[CH:18][C:17]=3[O:22][C:39]([C:36]3[CH:35]=[C:34]([CH3:33])[O:38][N:37]=3)=[O:40])=[CH:11][CH:12]=2)[C:7]([C:25]2[CH:30]=[CH:29][CH:28]=[CH:27][CH:26]=2)([CH3:24])[CH2:6][C:5]1([CH3:32])[CH3:31])(=[O:3])[CH3:2]. The catalyst class is: 7. (3) Reactant: [C:1]([O:5][C:6]([N:8]1[CH2:14][CH2:13][CH2:12][N:11]([C:15]2[NH:19][C:18]3[CH:20]=[CH:21][CH:22]=[CH:23][C:17]=3[N:16]=2)[CH2:10][CH2:9]1)=[O:7])([CH3:4])([CH3:3])[CH3:2].[H-].[Na+].[Si:26]([O:33][CH2:34][CH2:35]I)([C:29]([CH3:32])([CH3:31])[CH3:30])([CH3:28])[CH3:27].C(OCC)(=O)C.ClCCl. Product: [C:1]([O:5][C:6]([N:8]1[CH2:14][CH2:13][CH2:12][N:11]([C:15]2[N:16]([CH2:35][CH2:34][O:33][Si:26]([C:29]([CH3:32])([CH3:31])[CH3:30])([CH3:28])[CH3:27])[C:17]3[CH:23]=[CH:22][CH:21]=[CH:20][C:18]=3[N:19]=2)[CH2:10][CH2:9]1)=[O:7])([CH3:4])([CH3:2])[CH3:3]. The catalyst class is: 9.